This data is from Forward reaction prediction with 1.9M reactions from USPTO patents (1976-2016). The task is: Predict the product of the given reaction. (1) The product is: [NH2:14][CH2:15][CH2:16][CH2:17][O:18][C:19]1[CH:20]=[C:21]2[C:26](=[CH:27][C:28]=1[O:29][CH3:30])[N:25]=[CH:24][N:23]=[C:22]2[NH:31][C:32]1[CH:37]=[CH:36][C:35]([O:38][CH2:39][C:40]2[CH:45]=[CH:44][CH:43]=[CH:42][N:41]=2)=[C:34]([Cl:46])[CH:33]=1. Given the reactants C(O)(C(F)(F)F)=O.C(OC(=O)[NH:14][CH2:15][CH2:16][CH2:17][O:18][C:19]1[CH:20]=[C:21]2[C:26](=[CH:27][C:28]=1[O:29][CH3:30])[N:25]=[CH:24][N:23]=[C:22]2[NH:31][C:32]1[CH:37]=[CH:36][C:35]([O:38][CH2:39][C:40]2[CH:45]=[CH:44][CH:43]=[CH:42][N:41]=2)=[C:34]([Cl:46])[CH:33]=1)(C)(C)C, predict the reaction product. (2) Given the reactants [CH3:1][C:2]([C:4]1[CH:9]=[CH:8][C:7]([F:10])=[CH:6][CH:5]=1)=[O:3].[CH3:11][N:12]([CH3:21])[C:13]1[CH:20]=[CH:19][C:16]([CH:17]=O)=[CH:15][CH:14]=1.[OH-].[K+], predict the reaction product. The product is: [CH3:11][N:12]([CH3:21])[C:13]1[CH:20]=[CH:19][C:16](/[CH:17]=[CH:1]/[C:2]([C:4]2[CH:9]=[CH:8][C:7]([F:10])=[CH:6][CH:5]=2)=[O:3])=[CH:15][CH:14]=1. (3) Given the reactants C[O:2][C:3]([C:5]1[C:6]([C:24]2[CH:29]=[CH:28][C:27]([C:30](O)=[O:31])=[CH:26][CH:25]=2)=[CH:7][CH:8]=[C:9]([C:11]2[S:12][CH:13]=[C:14]([C:16]3[CH:21]=[CH:20][C:19]([Cl:22])=[C:18]([Cl:23])[CH:17]=3)[N:15]=2)[CH:10]=1)=[O:4].[NH:33]1[CH2:38][CH2:37][O:36][CH2:35][CH2:34]1, predict the reaction product. The product is: [Cl:23][C:18]1[CH:17]=[C:16]([C:14]2[N:15]=[C:11]([C:9]3[CH:10]=[C:5]([C:3]([OH:2])=[O:4])[C:6]([C:24]4[CH:29]=[CH:28][C:27]([C:30]([N:33]5[CH2:38][CH2:37][O:36][CH2:35][CH2:34]5)=[O:31])=[CH:26][CH:25]=4)=[CH:7][CH:8]=3)[S:12][CH:13]=2)[CH:21]=[CH:20][C:19]=1[Cl:22]. (4) Given the reactants Cl[C:2]1[C:3](=[O:24])[C:4](=[O:23])[C:5]=1[NH:6][C:7]1[CH:12]=[CH:11][CH:10]=[C:9]([C:13]([N:15]2[CH2:20][CH2:19][N:18]([CH3:21])[CH2:17][CH2:16]2)=[O:14])[C:8]=1[OH:22].[CH3:25][O:26][C:27]1[CH:33]=[CH:32][CH:31]=[CH:30][C:28]=1[NH2:29], predict the reaction product. The product is: [OH:22][C:8]1[C:9]([C:13]([N:15]2[CH2:20][CH2:19][N:18]([CH3:21])[CH2:17][CH2:16]2)=[O:14])=[CH:10][CH:11]=[CH:12][C:7]=1[NH:6][C:5]1[C:4](=[O:23])[C:3](=[O:24])[C:2]=1[NH:29][C:28]1[CH:30]=[CH:31][CH:32]=[CH:33][C:27]=1[O:26][CH3:25]. (5) Given the reactants [CH2:1]([C@H:8]([NH:13][C:14](=[O:20])[O:15][C:16]([CH3:19])([CH3:18])[CH3:17])[C:9](=[O:12])[CH:10]=[CH2:11])[C:2]1[CH:7]=[CH:6][CH:5]=[CH:4][CH:3]=1.[CH3:21][NH:22][CH3:23], predict the reaction product. The product is: [CH2:1]([C@H:8]([NH:13][C:14](=[O:20])[O:15][C:16]([CH3:19])([CH3:18])[CH3:17])[C:9](=[O:12])[CH2:10][CH2:11][N:22]([CH3:23])[CH3:21])[C:2]1[CH:7]=[CH:6][CH:5]=[CH:4][CH:3]=1. (6) Given the reactants [Cl:1][C:2]1[N:7]=[CH:6][C:5]([C:8]2([C:14]([O:16]CC)=[O:15])[CH2:13][CH2:12][O:11][CH2:10][CH2:9]2)=[CH:4][CH:3]=1.[OH-].[Na+], predict the reaction product. The product is: [Cl:1][C:2]1[N:7]=[CH:6][C:5]([C:8]2([C:14]([OH:16])=[O:15])[CH2:13][CH2:12][O:11][CH2:10][CH2:9]2)=[CH:4][CH:3]=1. (7) Given the reactants [C:1]([O:5][C:6]([NH:8][C:9]1[C:14]([C:15]([OH:17])=O)=[CH:13][C:12]([Cl:18])=[N:11][CH:10]=1)=[O:7])([CH3:4])([CH3:3])[CH3:2].[F:19][C:20]1[C:21]([CH2:26][O:27][C:28]2[CH:29]=[CH:30][C:31]([CH3:35])=[C:32]([CH:34]=2)[NH2:33])=[N:22][CH:23]=[CH:24][CH:25]=1.CCN=C=NCCCN(C)C.C1C=CC2N(O)N=NC=2C=1, predict the reaction product. The product is: [Cl:18][C:12]1[N:11]=[CH:10][C:9]([NH:8][C:6](=[O:7])[O:5][C:1]([CH3:2])([CH3:3])[CH3:4])=[C:14]([C:15](=[O:17])[NH:33][C:32]2[CH:34]=[C:28]([O:27][CH2:26][C:21]3[C:20]([F:19])=[CH:25][CH:24]=[CH:23][N:22]=3)[CH:29]=[CH:30][C:31]=2[CH3:35])[CH:13]=1. (8) Given the reactants [Br:1][C:2]1[CH:7]=[CH:6][C:5](I)=[C:4]([O:9][C:10]([F:13])([F:12])[F:11])[CH:3]=1.C([Li])(C)(C)C.[CH:19](N1CCOCC1)=[O:20], predict the reaction product. The product is: [Br:1][C:2]1[CH:7]=[CH:6][C:5]([CH:19]=[O:20])=[C:4]([O:9][C:10]([F:13])([F:12])[F:11])[CH:3]=1. (9) Given the reactants [CH2:1]([O:8][C:9]([NH:11][C@@H:12]1[C:15](=[O:16])[NH:14][C@@H:13]1[CH2:17][N:18]1[CH:22](O)[CH2:21][N:20]([C:24]([O:26][C:27]([CH3:30])([CH3:29])[CH3:28])=[O:25])[C:19]1=[O:31])=[O:10])[C:2]1[CH:7]=[CH:6][CH:5]=[CH:4][CH:3]=1.CS(Cl)(=O)=O, predict the reaction product. The product is: [CH2:1]([O:8][C:9]([NH:11][C@@H:12]1[C:15](=[O:16])[NH:14][C@@H:13]1[CH2:17][N:18]1[CH:22]=[CH:21][N:20]([C:24]([O:26][C:27]([CH3:29])([CH3:28])[CH3:30])=[O:25])[C:19]1=[O:31])=[O:10])[C:2]1[CH:7]=[CH:6][CH:5]=[CH:4][CH:3]=1. (10) Given the reactants [CH:1]([N:4]([CH:14]([CH3:16])[CH3:15])[C:5](=[O:13])[CH2:6][C:7]1[CH:8]=[N:9][CH:10]=[CH:11][CH:12]=1)([CH3:3])[CH3:2].[Li+].CC([N-]C(C)C)C.[C:25]([O:35][CH3:36])(=[O:34])[CH:26]=[CH:27][C:28]1[CH:33]=[CH:32][CH:31]=[CH:30][CH:29]=1, predict the reaction product. The product is: [CH:14]([N:4]([CH:1]([CH3:2])[CH3:3])[C:5](=[O:13])[CH:6]([C:7]1[CH:8]=[N:9][CH:10]=[CH:11][CH:12]=1)[CH:27]([C:28]1[CH:33]=[CH:32][CH:31]=[CH:30][CH:29]=1)[CH2:26][C:25]([O:35][CH3:36])=[O:34])([CH3:16])[CH3:15].